This data is from Forward reaction prediction with 1.9M reactions from USPTO patents (1976-2016). The task is: Predict the product of the given reaction. (1) Given the reactants [C:1]([O:5][C:6](=[O:23])[NH:7][CH:8]([C:15]1[CH:20]=[CH:19][C:18]([Cl:21])=[C:17]([Cl:22])[CH:16]=1)[C:9](=[O:14])N(OC)C)([CH3:4])([CH3:3])[CH3:2].Br[C:25]1[CH:30]=[CH:29][C:28]([Si:31]([CH3:34])([CH3:33])[CH3:32])=[CH:27][CH:26]=1.C([Li])(C)(C)C, predict the reaction product. The product is: [C:1]([O:5][C:6](=[O:23])[NH:7][CH:8]([C:15]1[CH:20]=[CH:19][C:18]([Cl:21])=[C:17]([Cl:22])[CH:16]=1)[C:9](=[O:14])[C:25]1[CH:30]=[CH:29][C:28]([Si:31]([CH3:34])([CH3:33])[CH3:32])=[CH:27][CH:26]=1)([CH3:2])([CH3:3])[CH3:4]. (2) Given the reactants [Cl:1][C:2]1[CH:11]=[CH:10][C:9]2[C:4](=[C:5](Cl)[C:6]([S:12]([CH3:15])(=[O:14])=[O:13])=[CH:7][N:8]=2)[N:3]=1.C(O)(=O)C.C(O)(=O)C.[CH3:25][N:26]([CH2:28][C@H:29]1[CH2:34][CH2:33][C@H:32]([NH2:35])[CH2:31][CH2:30]1)[CH3:27], predict the reaction product. The product is: [Cl:1][C:2]1[N:3]=[C:4]2[C:9](=[CH:10][CH:11]=1)[N:8]=[CH:7][C:6]([S:12]([CH3:15])(=[O:14])=[O:13])=[C:5]2[NH:35][C@H:32]1[CH2:33][CH2:34][C@H:29]([CH2:28][N:26]([CH3:27])[CH3:25])[CH2:30][CH2:31]1. (3) Given the reactants [OH:1][CH2:2][CH2:3][N:4]1[CH:13]=[CH:12][C:11]2[C:6](=[CH:7][CH:8]=[CH:9][C:10]=2I)[C:5]1=[O:15].[NH2:16][CH2:17][C:18]1([OH:25])[CH2:24][CH2:23][CH2:22][CH2:21][CH2:20][CH2:19]1.[O:26]1CCOC[CH2:27]1, predict the reaction product. The product is: [OH:25][C:18]1([CH2:17][NH:16][C:27]([C:10]2[C:11]3[CH:12]=[CH:13][N:4]([CH2:3][CH2:2][OH:1])[C:5](=[O:15])[C:6]=3[CH:7]=[CH:8][CH:9]=2)=[O:26])[CH2:24][CH2:23][CH2:22][CH2:21][CH2:20][CH2:19]1. (4) Given the reactants Br[C:2]1[C:3](=[O:32])[N:4]([CH2:24][CH2:25][C:26]2[CH:31]=[CH:30][CH:29]=[CH:28][CH:27]=2)[C:5]([C:9]2[CH:14]=[CH:13][CH:12]=[C:11]([F:15])[C:10]=2[O:16][CH2:17][C:18]2[CH:23]=[CH:22][CH:21]=[CH:20][CH:19]=2)=[N:6][C:7]=1[CH3:8].CC1SC([Sn](CCCC)(CCCC)CCCC)=CN=1.C([Sn](CCCC)(CCCC)[C:57]1[CH:61]=[C:60]([CH3:62])[S:59][CH:58]=1)CCC, predict the reaction product. The product is: [F:15][C:11]1[C:10]([O:16][CH2:17][C:18]2[CH:23]=[CH:22][CH:21]=[CH:20][CH:19]=2)=[C:9]([C:5]2[N:4]([CH2:24][CH2:25][C:26]3[CH:31]=[CH:30][CH:29]=[CH:28][CH:27]=3)[C:3](=[O:32])[C:2]([C:57]3[CH:61]=[C:60]([CH3:62])[S:59][CH:58]=3)=[C:7]([CH3:8])[N:6]=2)[CH:14]=[CH:13][CH:12]=1. (5) Given the reactants [F:1][C:2]1[CH:3]=[C:4]([CH:29]=[C:30]([N:32]2[CH2:37][CH2:36][CH2:35][CH2:34][CH2:33]2)[CH:31]=1)[C:5]([NH:7][C:8]1[C:17]2[C:12](=[CH:13][CH:14]=[CH:15][CH:16]=2)[C:11]([O:18][C:19]2[CH:24]=[CH:23][N:22]=[C:21](S(C)(=O)=O)[N:20]=2)=[CH:10][CH:9]=1)=[O:6].[CH3:38][CH:39]1[CH2:43][CH2:42][CH2:41][NH:40]1, predict the reaction product. The product is: [F:1][C:2]1[CH:3]=[C:4]([CH:29]=[C:30]([N:32]2[CH2:37][CH2:36][CH2:35][CH2:34][CH2:33]2)[CH:31]=1)[C:5]([NH:7][C:8]1[C:17]2[C:12](=[CH:13][CH:14]=[CH:15][CH:16]=2)[C:11]([O:18][C:19]2[CH:24]=[CH:23][N:22]=[C:21]([N:40]3[CH2:41][CH2:42][CH2:43][CH:39]3[CH3:38])[N:20]=2)=[CH:10][CH:9]=1)=[O:6].